From a dataset of Catalyst prediction with 721,799 reactions and 888 catalyst types from USPTO. Predict which catalyst facilitates the given reaction. (1) Reactant: Cl[C:2]1[C:12]([C:13]#[N:14])=[CH:11][C:5]([C:6]([O:8][CH2:9][CH3:10])=[O:7])=[C:4]([C:15]([F:18])([F:17])[F:16])[N:3]=1.[NH:19]1[CH2:24][CH2:23][CH:22]([C:25]([OH:27])=[O:26])[CH2:21][CH2:20]1. Product: [C:13]([C:12]1[C:2]([N:19]2[CH2:24][CH2:23][CH:22]([C:25]([OH:27])=[O:26])[CH2:21][CH2:20]2)=[N:3][C:4]([C:15]([F:18])([F:17])[F:16])=[C:5]([C:6]([O:8][CH2:9][CH3:10])=[O:7])[CH:11]=1)#[N:14]. The catalyst class is: 14. (2) Reactant: Cl[C:2]([O:4][CH3:5])=[O:3].[NH2:6][CH2:7][C@H:8]1[O:12][C:11](=[O:13])[N:10]([C:14]2[CH:15]=[C:16]3[C:20](=[C:21]([F:23])[CH:22]=2)[N:19](CC2CC2)[C:18](=[O:28])[CH2:17]3)[CH2:9]1.C(N([CH:35]([CH3:37])[CH3:36])CC)(C)C. Product: [CH3:5][O:4][C:2](=[O:3])[NH:6][CH2:7][C@@H:8]1[O:12][C:11](=[O:13])[N:10]([C:14]2[CH:15]=[C:16]3[C:20](=[C:21]([F:23])[CH:22]=2)[N:19]([CH:35]2[CH2:37][CH2:36]2)[C:18](=[O:28])[CH2:17]3)[CH2:9]1. The catalyst class is: 4. (3) Reactant: CCCC[N+](CCCC)(CCCC)CCCC.[F-].[Cl:19][C:20]1[CH:25]=[CH:24][C:23]([C:26]2[CH:27]=[CH:28][C:29]([C:32]#[C:33][Si](C)(C)C)=[N:30][CH:31]=2)=[CH:22][CH:21]=1.O. Product: [Cl:19][C:20]1[CH:21]=[CH:22][C:23]([C:26]2[CH:27]=[CH:28][C:29]([C:32]#[CH:33])=[N:30][CH:31]=2)=[CH:24][CH:25]=1. The catalyst class is: 2. (4) Reactant: [OH:1][C:2]1[CH:9]=[C:8]([OH:10])[CH:7]=[C:6]([CH3:11])[C:3]=1[CH:4]=[O:5].C1(P(C2C=CC=CC=2)C2C=CC=CC=2)C=CC=CC=1.[O:31]1[CH2:36][CH2:35][O:34][C:33]2[CH:37]=[C:38]([C:41]3[C:42]([CH3:49])=[C:43]([CH2:47]O)[CH:44]=[CH:45][CH:46]=3)[CH:39]=[CH:40][C:32]1=2.N(C(OC(C)C)=O)=NC(OC(C)C)=O. Product: [O:31]1[CH2:36][CH2:35][O:34][C:33]2[CH:37]=[C:38]([C:41]3[C:42]([CH3:49])=[C:43]([CH:44]=[CH:45][CH:46]=3)[CH2:47][O:10][C:8]3[CH:7]=[C:6]([CH3:11])[C:3]([CH:4]=[O:5])=[C:2]([OH:1])[CH:9]=3)[CH:39]=[CH:40][C:32]1=2. The catalyst class is: 7. (5) Reactant: [C:1]([O:5][C:6]([N:8]1[CH2:12][C@H:11]([N:13]=[N+]=[N-])[CH2:10][C@@H:9]1[CH2:16][OH:17])=[O:7])([CH3:4])([CH3:3])[CH3:2].[H][H]. Product: [C:1]([O:5][C:6]([N:8]1[CH2:12][C@H:11]([NH2:13])[CH2:10][C@@H:9]1[CH2:16][OH:17])=[O:7])([CH3:4])([CH3:3])[CH3:2]. The catalyst class is: 43. (6) Reactant: [CH2:1]([C:3]1[CH:9]=[CH:8][CH:7]=[CH:6][C:4]=1[NH2:5])[CH3:2].[CH3:10][C:11](O)=[O:12].C(OC(=O)C)(=O)C.O. Product: [CH2:1]([C:3]1[CH:9]=[CH:8][CH:7]=[CH:6][C:4]=1[NH:5][C:11](=[O:12])[CH3:10])[CH3:2]. The catalyst class is: 14. (7) Reactant: [NH:1]1[CH2:4][CH:3]([NH:5][C:6]([NH:8][C:9]2[CH:14]=[CH:13][C:12]([O:15][C:16]3[CH:21]=[CH:20][N:19]=[C:18]4[CH:22]=[C:23]([C:25]5[CH:30]=[CH:29][C:28]([CH:31]=[O:32])=[CH:27][N:26]=5)[S:24][C:17]=34)=[C:11]([F:33])[CH:10]=2)=[O:7])[CH2:2]1.C(N(CC)CC)C.[CH3:41][C:42]([O:45][C:46](O[C:46]([O:45][C:42]([CH3:44])([CH3:43])[CH3:41])=[O:47])=[O:47])([CH3:44])[CH3:43]. Product: [F:33][C:11]1[CH:10]=[C:9]([NH:8][C:6](=[O:7])[NH:5][CH:3]2[CH2:2][N:1]([C:46]([O:45][C:42]([CH3:44])([CH3:43])[CH3:41])=[O:47])[CH2:4]2)[CH:14]=[CH:13][C:12]=1[O:15][C:16]1[CH:21]=[CH:20][N:19]=[C:18]2[CH:22]=[C:23]([C:25]3[CH:30]=[CH:29][C:28]([CH:31]=[O:32])=[CH:27][N:26]=3)[S:24][C:17]=12. The catalyst class is: 1. (8) Reactant: [CH3:1][C:2]1[CH:7]=[CH:6][CH:5]=[C:4]([CH3:8])[C:3]=1[NH:9][C:10](=[O:18])[CH2:11][N:12]1[CH2:17][CH2:16][NH:15][CH2:14][CH2:13]1.[CH3:19][O:20][C:21]1[CH:31]=[CH:30][CH:29]=[CH:28][C:22]=1[O:23][CH2:24][CH:25]1[O:27][CH2:26]1.CO. Product: [CH3:1][C:2]1[C:3]([NH:9][C:10]([CH2:11][N:12]2[CH2:13][CH2:14][N:15]([CH2:26][CH:25]([OH:27])[CH2:24][O:23][C:22]3[CH:28]=[CH:29][CH:30]=[CH:31][C:21]=3[O:20][CH3:19])[CH2:16][CH2:17]2)=[O:18])=[C:4]([CH3:8])[CH:5]=[CH:6][CH:7]=1. The catalyst class is: 21.